The task is: Predict the product of the given reaction.. This data is from Forward reaction prediction with 1.9M reactions from USPTO patents (1976-2016). (1) Given the reactants Br[C:2]1[CH:3]=[N:4][C:5]2[C:10]([CH:11]=1)=[C:9]([Br:12])[CH:8]=[CH:7][CH:6]=2.[CH3:13][O-:14].[Na+], predict the reaction product. The product is: [Br:12][C:9]1[CH:8]=[CH:7][CH:6]=[C:5]2[C:10]=1[CH:11]=[C:2]([O:14][CH3:13])[CH:3]=[N:4]2. (2) Given the reactants [CH3:1][C:2]1[C:11]2[CH2:12][CH2:13][N:14]([CH2:15][CH2:16][C:17]3[CH:22]=[CH:21][CH:20]=[CH:19][CH:18]=3)[C:10]=2[C:9]2[CH:8]=[C:7]([C:23]([O:25]C)=[O:24])[CH:6]=[CH:5][C:4]=2[N:3]=1.[OH-].[Na+], predict the reaction product. The product is: [CH3:1][C:2]1[C:11]2[CH2:12][CH2:13][N:14]([CH2:15][CH2:16][C:17]3[CH:18]=[CH:19][CH:20]=[CH:21][CH:22]=3)[C:10]=2[C:9]2[CH:8]=[C:7]([C:23]([OH:25])=[O:24])[CH:6]=[CH:5][C:4]=2[N:3]=1. (3) The product is: [C:1]([O:5][C:6]([NH:8][CH:9]1[CH2:10][CH2:11][NH:12][CH2:13][CH2:14]1)=[O:7])([CH3:4])([CH3:2])[CH3:3]. Given the reactants [C:1]([O:5][C:6]([NH:8][CH:9]1[CH2:14][CH2:13][N:12](C(OCC)=O)[CH2:11][CH2:10]1)=[O:7])([CH3:4])([CH3:3])[CH3:2].[OH-].[K+], predict the reaction product. (4) Given the reactants Cl[C:2]1[C:7]([N+:8]([O-:10])=[O:9])=[CH:6][CH:5]=[CH:4][C:3]=1[N+:11]([O-:13])=[O:12].[CH3:14][O-:15].[Na+], predict the reaction product. The product is: [N+:11]([C:3]1[CH:4]=[CH:5][CH:6]=[C:7]([N+:8]([O-:10])=[O:9])[C:2]=1[O:15][CH3:14])([O-:13])=[O:12]. (5) Given the reactants [CH:1]([C:4]1[CH:5]=[CH:6][C:7]([O:36][CH3:37])=[C:8]([C:10]2[CH:15]=[CH:14][C:13]([C:16]([F:19])([F:18])[F:17])=[CH:12][C:11]=2[CH2:20][NH:21][CH2:22][C:23]2[CH:28]=[C:27]([C:29]([F:32])([F:31])[F:30])[CH:26]=[C:25]([N+:33]([O-:35])=[O:34])[CH:24]=2)[CH:9]=1)([CH3:3])[CH3:2].Cl[C:39]([O:41][CH3:42])=[O:40].C(N(CC)C(C)C)(C)C.O, predict the reaction product. The product is: [CH:1]([C:4]1[CH:5]=[CH:6][C:7]([O:36][CH3:37])=[C:8]([C:10]2[CH:15]=[CH:14][C:13]([C:16]([F:18])([F:19])[F:17])=[CH:12][C:11]=2[CH2:20][N:21]([CH2:22][C:23]2[CH:28]=[C:27]([C:29]([F:30])([F:31])[F:32])[CH:26]=[C:25]([N+:33]([O-:35])=[O:34])[CH:24]=2)[C:39](=[O:40])[O:41][CH3:42])[CH:9]=1)([CH3:3])[CH3:2]. (6) Given the reactants [F:1][CH2:2][CH2:3][N:4]1[C:12]2[C:7](=[CH:8][CH:9]=[CH:10][CH:11]=2)[C:6](=O)[C:5]1=[O:14], predict the reaction product. The product is: [F:1][CH2:2][CH2:3][N:4]1[C:12]2[C:7](=[CH:8][CH:9]=[CH:10][CH:11]=2)[CH2:6][C:5]1=[O:14]. (7) The product is: [F:39][C:38]([F:41])([F:40])[C:36]([OH:42])=[O:37].[F:39][C:38]([F:41])([F:40])[C:36]([OH:42])=[O:37].[C:27]1([S:24]([N:19]2[C:20]3[C:16](=[C:15]([CH2:14][N:11]4[CH2:12][CH2:13][NH:8][CH:9]([CH2:33][OH:34])[CH2:10]4)[CH:23]=[CH:22][CH:21]=3)[CH:17]=[CH:18]2)(=[O:26])=[O:25])[CH:28]=[CH:29][CH:30]=[CH:31][CH:32]=1. Given the reactants C(OC([N:8]1[CH2:13][CH2:12][N:11]([CH2:14][C:15]2[CH:23]=[CH:22][CH:21]=[C:20]3[C:16]=2[CH:17]=[CH:18][N:19]3[S:24]([C:27]2[CH:32]=[CH:31][CH:30]=[CH:29][CH:28]=2)(=[O:26])=[O:25])[CH2:10][CH:9]1[C:33](O)=[O:34])=O)(C)(C)C.[C:36]([OH:42])([C:38]([F:41])([F:40])[F:39])=[O:37].O, predict the reaction product. (8) Given the reactants [F:1][C:2]1[CH:3]=[C:4]([C:8]2([CH2:22][CH2:23][N:24]3[C@H:29]4[CH2:30][CH2:31][C@@H:25]3[CH2:26][CH:27]([N:32]3[C:36]5[CH:37]=[CH:38][CH:39]=[CH:40][C:35]=5[N:34]=[C:33]3[CH3:41])[CH2:28]4)[CH2:13][CH2:12][N:11]([C:14](=[O:21])[CH:15]([NH2:20])[C:16]([CH3:19])([CH3:18])[CH3:17])[CH2:10][CH2:9]2)[CH:5]=[CH:6][CH:7]=1.[Cl:42][CH:43]([Cl:47])[C:44](Cl)=[O:45].CCN(C(C)C)C(C)C, predict the reaction product. The product is: [Cl:42][CH:43]([Cl:47])[C:44]([NH:20][C@H:15]([C:14]([N:11]1[CH2:12][CH2:13][C:8]([C:4]2[CH:5]=[CH:6][CH:7]=[C:2]([F:1])[CH:3]=2)([CH2:22][CH2:23][N:24]2[C@H:29]3[CH2:30][CH2:31][C@@H:25]2[CH2:26][CH:27]([N:32]2[C:36]4[CH:37]=[CH:38][CH:39]=[CH:40][C:35]=4[N:34]=[C:33]2[CH3:41])[CH2:28]3)[CH2:9][CH2:10]1)=[O:21])[C:16]([CH3:19])([CH3:18])[CH3:17])=[O:45]. (9) The product is: [F:29][C:26]1[CH:27]=[CH:28][C:23]([CH2:22][CH2:21][C@H:9]2[CH2:10][NH:11][CH2:12][CH2:13][NH:8]2)=[CH:24][CH:25]=1. Given the reactants C([N:8]1[CH2:13][CH2:12][N:11](CC2C=CC=CC=2)[CH2:10][C@@H:9]1[CH2:21][CH2:22][C:23]1[CH:28]=[CH:27][C:26]([F:29])=[CH:25][CH:24]=1)C1C=CC=CC=1.C([O-])=O.[NH4+], predict the reaction product.